Dataset: Hepatocyte clearance measurements from AstraZeneca. Task: Regression/Classification. Given a drug SMILES string, predict its absorption, distribution, metabolism, or excretion properties. Task type varies by dataset: regression for continuous measurements (e.g., permeability, clearance, half-life) or binary classification for categorical outcomes (e.g., BBB penetration, CYP inhibition). For this dataset (clearance_hepatocyte_az), we predict log10(clearance) (log10 of the in vitro intrinsic clearance, CLint, in uL/min per 10^6 hepatocytes; values are censored to the assay range of 3 to 150, which is 0.477 to 2.18 on this log10 scale). (1) The drug is C[C@H]1C[C@H]2[C@@H]3CC[C@](O)(C(=O)CO)[C@@]3(C)C[C@H](O)[C@@H]2[C@@]2(C)C=CC(=O)C=C12. The log10(clearance) is 2.18. (2) The molecule is NS(=O)(=O)c1cc(C(=O)O)c(NCc2ccco2)cc1Cl. The log10(clearance) is 0.480. (3) The molecule is c1ccc(Nc2[nH]nnc2-c2ccccc2)cc1. The log10(clearance) is 2.05. (4) The compound is N#Cc1c(O)c2c(-c3ccc(-c4ccccc4O)cc3)csc2[nH]c1=O. The log10(clearance) is 1.72.